From a dataset of Forward reaction prediction with 1.9M reactions from USPTO patents (1976-2016). Predict the product of the given reaction. Given the reactants [F:1][C@@H:2]1[CH2:6][N:5]([C:7]2[CH:12]=[CH:11][N:10]3[N:13]=[CH:14][C:15](C(O)=O)=[C:9]3[CH:8]=2)[C@@H:4]([C:19]2[CH:24]=[CH:23][CH:22]=[C:21]([F:25])[CH:20]=2)[CH2:3]1.CC[N:28]([CH:32](C)C)C(C)C.C1C=CC(P(N=[N+]=[N-])(C2C=CC=CC=2)=O)=CC=1.[NH4+:52].[Cl-].[NH4+].[OH-:55], predict the reaction product. The product is: [F:1][C@@H:2]1[CH2:6][N:5]([C:7]2[CH:12]=[CH:11][N:10]3[N:13]=[CH:14][C:15]([NH:52][C:32]([NH2:28])=[O:55])=[C:9]3[CH:8]=2)[C@@H:4]([C:19]2[CH:24]=[CH:23][CH:22]=[C:21]([F:25])[CH:20]=2)[CH2:3]1.